From a dataset of Catalyst prediction with 721,799 reactions and 888 catalyst types from USPTO. Predict which catalyst facilitates the given reaction. (1) Reactant: [H-].[Al+3].[Li+].[H-].[H-].[H-].[CH2:7]([C:9]1[CH:10]=[C:11]([CH:16]=[CH:17][CH:18]=1)[C:12](OC)=[O:13])[CH3:8]. Product: [CH2:7]([C:9]1[CH:10]=[C:11]([CH2:12][OH:13])[CH:16]=[CH:17][CH:18]=1)[CH3:8]. The catalyst class is: 1. (2) Reactant: [CH3:1][O:2][C:3](=[O:26])[CH2:4][C@H:5]1[C:9]2[CH:10]=[CH:11][C:12]([O:14][C@H:15]3[C:23]4[C:18](=[C:19]([OH:25])[CH:20]=[CH:21][C:22]=4[F:24])[CH2:17][CH2:16]3)=[CH:13][C:8]=2[O:7][CH2:6]1.[Br:27][C:28]1[CH:33]=[C:32](F)[CH:31]=[CH:30][N:29]=1.C(=O)([O-])[O-].[Cs+].[Cs+]. Product: [CH3:1][O:2][C:3](=[O:26])[CH2:4][C@H:5]1[C:9]2[CH:10]=[CH:11][C:12]([O:14][C@H:15]3[C:23]4[C:18](=[C:19]([O:25][C:32]5[CH:31]=[CH:30][N:29]=[C:28]([Br:27])[CH:33]=5)[CH:20]=[CH:21][C:22]=4[F:24])[CH2:17][CH2:16]3)=[CH:13][C:8]=2[O:7][CH2:6]1. The catalyst class is: 35. (3) The catalyst class is: 5. Product: [F:1][C:2]1([F:6])[CH2:5][N:4]([CH2:15][CH2:14][C:13]([C:7]2[CH:12]=[CH:11][CH:10]=[CH:9][CH:8]=2)=[O:16])[CH2:3]1. Reactant: [F:1][C:2]1([F:6])[CH2:5][NH:4][CH2:3]1.[C:7]1([C:13](=[O:16])[CH:14]=[CH2:15])[CH:12]=[CH:11][CH:10]=[CH:9][CH:8]=1. (4) Reactant: [Cl:1][C:2]1[CH:7]=[C:6]([Cl:8])[CH:5]=[CH:4][C:3]=1[O:9][CH2:10][CH2:11]Cl.[Na].[C:14]([NH:21][C:22]([O:24][C:25]([CH3:28])([CH3:27])[CH3:26])=[O:23])([O:16][C:17]([CH3:20])([CH3:19])[CH3:18])=[O:15]. Product: [Cl:1][C:2]1[CH:7]=[C:6]([Cl:8])[CH:5]=[CH:4][C:3]=1[O:9][CH2:10][CH2:11][N:21]([C:14]([O:16][C:17]([CH3:20])([CH3:19])[CH3:18])=[O:15])[C:22]([O:24][C:25]([CH3:26])([CH3:27])[CH3:28])=[O:23]. The catalyst class is: 9. (5) Reactant: [CH3:1][C:2]1([CH3:23])[C:11]2[C:6](=[CH:7][CH:8]=[C:9]([C:12]([F:15])([F:14])[F:13])[CH:10]=2)[NH:5][CH:4]([C:16]2[CH:22]=[CH:21][CH:20]=[CH:19][C:17]=2[NH2:18])[CH2:3]1.N1C=CC=CC=1.[CH3:30][S:31](Cl)(=[O:33])=[O:32]. Product: [CH3:1][C:2]1([CH3:23])[C:11]2[C:6](=[CH:7][CH:8]=[C:9]([C:12]([F:13])([F:15])[F:14])[CH:10]=2)[NH:5][CH:4]([C:16]2[CH:22]=[CH:21][CH:20]=[CH:19][C:17]=2[NH:18][S:31]([CH3:30])(=[O:33])=[O:32])[CH2:3]1. The catalyst class is: 46. (6) Reactant: [ClH:1].C[O:3][C:4](=[O:35])[C@H:5]([CH2:31][CH2:32][S:33][CH3:34])[NH:6][C:7](=[O:30])[C:8]1[CH:13]=[CH:12][C:11]([C:14](=[O:23])[C@H:15]([CH2:17][C:18]2[N:22]=[CH:21][NH:20][CH:19]=2)[NH2:16])=[CH:10][C:9]=1[C:24]1[CH:29]=[CH:28][CH:27]=[CH:26][CH:25]=1.O[Li].O.Cl. Product: [ClH:1].[NH2:16][C@H:15]([C:14]([C:11]1[CH:12]=[CH:13][C:8]([C:7]([NH:6][C@H:5]([C:4]([OH:35])=[O:3])[CH2:31][CH2:32][S:33][CH3:34])=[O:30])=[C:9]([C:24]2[CH:25]=[CH:26][CH:27]=[CH:28][CH:29]=2)[CH:10]=1)=[O:23])[CH2:17][C:18]1[N:22]=[CH:21][NH:20][CH:19]=1. The catalyst class is: 20.